This data is from Full USPTO retrosynthesis dataset with 1.9M reactions from patents (1976-2016). The task is: Predict the reactants needed to synthesize the given product. (1) Given the product [OH:39][CH:38]([C:40]1[CH:45]=[CH:44][CH:43]=[CH:42][CH:41]=1)[CH2:37][NH:36][C:16]([C@@H:9]1[CH2:10][C:11](=[N:13][O:14][CH3:15])[CH2:12][N:8]1[C:6]([C:30]1[CH:29]=[CH:28][C:27]([C:22]2[CH:23]=[CH:24][CH:25]=[CH:26][C:21]=2[O:20][CH3:19])=[CH:32][CH:31]=1)=[O:7])=[O:18], predict the reactants needed to synthesize it. The reactants are: C(O[C:6]([N:8]1[CH2:12][C:11](=[N:13][O:14][CH3:15])[CH2:10][C@H:9]1[C:16]([OH:18])=O)=[O:7])(C)(C)C.[CH3:19][O:20][C:21]1[CH:26]=[CH:25][CH:24]=[CH:23][C:22]=1[C:27]1[CH:32]=[CH:31][C:30](C(O)=O)=[CH:29][CH:28]=1.[NH2:36][CH2:37][CH:38]([C:40]1[CH:45]=[CH:44][CH:43]=[CH:42][CH:41]=1)[OH:39]. (2) Given the product [CH2:1]([N:8]1[C:16]2[C:11](=[CH:12][CH:13]=[CH:14][CH:15]=2)[C:10]([C:17]2[O:18][C:19]([C:22]3[CH:31]=[CH:30][C:29]4[C:24](=[CH:25][CH:26]=[C:27]([O:32][CH2:33][C:34]5[NH:38][N:37]=[N:36][N:35]=5)[CH:28]=4)[CH:23]=3)=[CH:20][N:21]=2)=[CH:9]1)[C:2]1[CH:7]=[CH:6][CH:5]=[CH:4][CH:3]=1, predict the reactants needed to synthesize it. The reactants are: [CH2:1]([N:8]1[C:16]2[C:11](=[CH:12][CH:13]=[CH:14][CH:15]=2)[C:10]([C:17]2[O:18][C:19]([C:22]3[CH:23]=[C:24]4[C:29](=[CH:30][CH:31]=3)[CH:28]=[C:27]([O:32][CH2:33][C:34]#[N:35])[CH:26]=[CH:25]4)=[CH:20][N:21]=2)=[CH:9]1)[C:2]1[CH:7]=[CH:6][CH:5]=[CH:4][CH:3]=1.[N-:36]=[N+:37]=[N-:38].[Na+].[Cl-].[NH4+].Cl.